Task: Predict the reactants needed to synthesize the given product.. Dataset: Full USPTO retrosynthesis dataset with 1.9M reactions from patents (1976-2016) (1) Given the product [CH2:1]([N:8]1[CH2:9][CH2:10][CH:11]([CH3:14])[CH:12]([OH:23])[CH2:13]1)[C:2]1[CH:7]=[CH:6][CH:5]=[CH:4][CH:3]=1, predict the reactants needed to synthesize it. The reactants are: [CH2:1]([N:8]1[CH2:13][CH:12]=[C:11]([CH3:14])[CH2:10][CH2:9]1)[C:2]1[CH:7]=[CH:6][CH:5]=[CH:4][CH:3]=1.[BH4-].[Na+].B(F)(F)F.CC[O:23]CC.O. (2) Given the product [NH2:30][C:28](=[O:29])[C:27]([C:8]1[C:7]2[C:11](=[C:12]3[CH2:17][CH2:16][CH2:15][C:13]3=[CH:14][C:6]=2[O:5][CH2:4][C:3]([OH:32])=[O:2])[N:10]([CH2:18][C:19]2[CH:24]=[CH:23][C:22]([F:25])=[CH:21][CH:20]=2)[C:9]=1[CH3:26])=[O:31], predict the reactants needed to synthesize it. The reactants are: C[O:2][C:3](=[O:32])[CH2:4][O:5][C:6]1[CH:14]=[C:13]2[CH2:15][CH2:16][CH2:17][C:12]2=[C:11]2[C:7]=1[C:8]([C:27](=[O:31])[C:28]([NH2:30])=[O:29])=[C:9]([CH3:26])[N:10]2[CH2:18][C:19]1[CH:24]=[CH:23][C:22]([F:25])=[CH:21][CH:20]=1.[OH-].[Li+]. (3) Given the product [CH2:1]([O:3][C:4](=[O:28])[CH2:5][N:6]([CH2:7][CH2:8][NH:9][S:10]([C:13]1[S:14][C:15]([C:18]2[CH:23]=[CH:22][C:21]([Cl:24])=[CH:20][C:19]=2[N+:25]([O-:27])=[O:26])=[N:16][N:17]=1)(=[O:12])=[O:11])[C:56](=[O:57])[CH2:55][N:50]1[CH:49]=[N:48][C:47]2[C:51]1=[N:52][CH:53]=[N:54][C:46]=2[NH:45][C:43]([O:42][CH:29]([C:36]1[CH:41]=[CH:40][CH:39]=[CH:38][CH:37]=1)[C:30]1[CH:35]=[CH:34][CH:33]=[CH:32][CH:31]=1)=[O:44])[CH3:2], predict the reactants needed to synthesize it. The reactants are: [CH2:1]([O:3][C:4](=[O:28])[CH2:5][NH:6][CH2:7][CH2:8][NH:9][S:10]([C:13]1[S:14][C:15]([C:18]2[CH:23]=[CH:22][C:21]([Cl:24])=[CH:20][C:19]=2[N+:25]([O-:27])=[O:26])=[N:16][N:17]=1)(=[O:12])=[O:11])[CH3:2].[CH:29]([O:42][C:43]([NH:45][C:46]1[N:54]=[CH:53][N:52]=[C:51]2[C:47]=1[N:48]=[CH:49][N:50]2[CH2:55][C:56](O)=[O:57])=[O:44])([C:36]1[CH:41]=[CH:40][CH:39]=[CH:38][CH:37]=1)[C:30]1[CH:35]=[CH:34][CH:33]=[CH:32][CH:31]=1. (4) Given the product [OH:14][C:6]1[CH:7]=[CH:8][C:9]([O:14][C:11]2[C:8]3[C:7](=[CH:6][C:11]([O:14][CH3:11])=[CH:10][CH:9]=3)[CH:8]=[CH:9][C:10]=2[C:8]2[CH:7]=[CH:6][CH:7]=[C:10]([O:14][CH3:11])[CH:9]=2)=[CH:10][CH:6]=1, predict the reactants needed to synthesize it. The reactants are: Cl.ClCCN1[CH2:10][CH2:9][CH2:8][CH2:7][CH2:6]1.[C:11]([O-:14])([O-])=O.[Cs+].[Cs+]. (5) Given the product [S:1]1[CH:5]=[CH:4][CH:3]=[C:2]1[S:6]([NH:9][C:10]1[CH:11]=[CH:12][CH:13]=[C:14]2[C:18]=1[NH:17][C:16]([C:19]1[S:20][CH:21]=[C:22]([C:24]([OH:26])=[O:25])[N:23]=1)=[CH:15]2)(=[O:8])=[O:7], predict the reactants needed to synthesize it. The reactants are: [S:1]1[CH:5]=[CH:4][CH:3]=[C:2]1[S:6]([NH:9][C:10]1[CH:11]=[CH:12][CH:13]=[C:14]2[C:18]=1[NH:17][C:16]([C:19]1[S:20][CH:21]=[C:22]([C:24]([O:26]CC)=[O:25])[N:23]=1)=[CH:15]2)(=[O:8])=[O:7].[OH-].[Na+].O1CCCC1. (6) Given the product [Br:1][C:2]1[CH:3]=[C:4]2[C:9](=[CH:10][CH:11]=1)[C:8]([N:17]1[CH2:18][CH:13]3[CH2:19][CH:16]1[CH2:15][N:14]3[C:20]([O:22][C:23]([CH3:26])([CH3:25])[CH3:24])=[O:21])=[N:7][N:6]=[CH:5]2, predict the reactants needed to synthesize it. The reactants are: [Br:1][C:2]1[CH:3]=[C:4]2[C:9](=[CH:10][CH:11]=1)[C:8](Cl)=[N:7][N:6]=[CH:5]2.[C@H:13]12[CH2:19][C@H:16]([NH:17][CH2:18]1)[CH2:15][N:14]2[C:20]([O:22][C:23]([CH3:26])([CH3:25])[CH3:24])=[O:21].C(=O)([O-])[O-].[K+].[K+].